This data is from Tyrosyl-DNA phosphodiesterase HTS with 341,365 compounds. The task is: Binary Classification. Given a drug SMILES string, predict its activity (active/inactive) in a high-throughput screening assay against a specified biological target. (1) The result is 0 (inactive). The drug is s1c(C(=O)Nc2cc(NC(=O)/C=C\c3cc([N+]([O-])=O)ccc3)ccc2)ccc1. (2) The drug is O(CC(=O)Nc1c(CC)cccc1CC)C(=O)CCc1cc(OC)c(OC)c(OC)c1. The result is 0 (inactive).